Task: Regression. Given two drug SMILES strings and cell line genomic features, predict the synergy score measuring deviation from expected non-interaction effect.. Dataset: NCI-60 drug combinations with 297,098 pairs across 59 cell lines (1) Drug 1: C1CN1P(=S)(N2CC2)N3CC3. Drug 2: C1CC(C1)(C(=O)O)C(=O)O.[NH2-].[NH2-].[Pt+2]. Cell line: SF-539. Synergy scores: CSS=5.22, Synergy_ZIP=-1.58, Synergy_Bliss=4.11, Synergy_Loewe=-0.351, Synergy_HSA=0.201. (2) Drug 1: CC(C)(C#N)C1=CC(=CC(=C1)CN2C=NC=N2)C(C)(C)C#N. Drug 2: C#CCC(CC1=CN=C2C(=N1)C(=NC(=N2)N)N)C3=CC=C(C=C3)C(=O)NC(CCC(=O)O)C(=O)O. Cell line: MDA-MB-231. Synergy scores: CSS=-3.63, Synergy_ZIP=0.0266, Synergy_Bliss=-1.15, Synergy_Loewe=-4.01, Synergy_HSA=-4.83. (3) Drug 1: C1=NC2=C(N=C(N=C2N1C3C(C(C(O3)CO)O)O)F)N. Drug 2: CCCCC(=O)OCC(=O)C1(CC(C2=C(C1)C(=C3C(=C2O)C(=O)C4=C(C3=O)C=CC=C4OC)O)OC5CC(C(C(O5)C)O)NC(=O)C(F)(F)F)O. Cell line: OVCAR-5. Synergy scores: CSS=35.4, Synergy_ZIP=1.52, Synergy_Bliss=1.83, Synergy_Loewe=-14.3, Synergy_HSA=1.79.